Dataset: Reaction yield outcomes from USPTO patents with 853,638 reactions. Task: Predict the reaction yield, written as a fraction of the theoretical maximum amount of product (1.0 means a 100% yield; for example, 0.34 means a 34% yield). (1) The reactants are [Cl:1][C:2]1[CH:7]=[C:6]([C:8]([F:11])([F:10])[F:9])[CH:5]=[C:4]([Cl:12])[C:3]=1[CH2:13]O.P(Br)(Br)[Br:16].C(=O)(O)[O-].[Na+]. The catalyst is C1COCC1. The product is [Br:16][CH2:13][C:3]1[C:2]([Cl:1])=[CH:7][C:6]([C:8]([F:11])([F:10])[F:9])=[CH:5][C:4]=1[Cl:12]. The yield is 0.960. (2) The reactants are [CH:1]([O:4][C:5](=[O:49])[C@@H:6]([N:8]=[P:9]([O:11][C:12]1[C:21]2[C:16](=[CH:17][CH:18]=[CH:19][CH:20]=2)[CH:15]=[CH:14][C:13]=1[O:22][CH2:23][C@:24]1([N:46]=[N+:47]=[N-:48])[C@@H:28]([F:29])[C@@H:27]([O:30][Si](CC)(CC)CC)[C@H:26]([N:38]2[CH:43]=[CH:42][C:41]([NH2:44])=[N:40][C:39]2=[O:45])[O:25]1)=[O:10])[CH3:7])([CH3:3])[CH3:2]. The catalyst is C(O)(=O)C. The product is [CH:1]([O:4][C:5](=[O:49])[C@@H:6]([N:8]=[P:9]([O:11][C:12]1[C:21]2[C:16](=[CH:17][CH:18]=[CH:19][CH:20]=2)[CH:15]=[CH:14][C:13]=1[O:22][CH2:23][C@:24]1([N:46]=[N+:47]=[N-:48])[C@@H:28]([F:29])[C@@H:27]([OH:30])[C@H:26]([N:38]2[CH:43]=[CH:42][C:41]([NH2:44])=[N:40][C:39]2=[O:45])[O:25]1)=[O:10])[CH3:7])([CH3:2])[CH3:3]. The yield is 0.550.